This data is from Reaction yield outcomes from USPTO patents with 853,638 reactions. The task is: Predict the reaction yield, written as a fraction of the theoretical maximum amount of product (1.0 means a 100% yield; for example, 0.34 means a 34% yield). (1) The reactants are [NH2:1][C:2]1[CH:27]=[CH:26][C:5]2[CH2:6][CH2:7][C:8]3[C:9]([C:23]([NH2:25])=[O:24])=[N:10][N:11]([C:13]4[CH:18]=[CH:17][C:16]([O:19][O:20][S:21][NH2:22])=[CH:15][CH:14]=4)[C:12]=3[C:4]=2[CH:3]=1.[C:28](OC(=O)C)(=[O:30])[CH3:29].N1C=CC=CC=1. The catalyst is CN(C=O)C.O. The product is [C:28]([NH:1][C:2]1[CH:27]=[CH:26][C:5]2[CH2:6][CH2:7][C:8]3[C:9]([C:23]([NH2:25])=[O:24])=[N:10][N:11]([C:13]4[CH:14]=[CH:15][C:16]([O:19][O:20][S:21][NH2:22])=[CH:17][CH:18]=4)[C:12]=3[C:4]=2[CH:3]=1)(=[O:30])[CH3:29]. The yield is 0.900. (2) The yield is 0.410. The catalyst is O1CCOCC1.P([O-])([O-])([O-])=O.[K+].[K+].[K+].C1C=CC(P(C2C=CC=CC=2)[C-]2C=CC=C2)=CC=1.C1C=CC(P(C2C=CC=CC=2)[C-]2C=CC=C2)=CC=1.Cl[Pd]Cl.[Fe+2]. The reactants are [CH3:1][O:2][C:3](=[O:33])[NH:4][CH:5]([C:9]([N:11]1[CH2:15][CH:14]([O:16][CH2:17][CH2:18][O:19][CH3:20])[CH2:13][CH:12]1[C:21]1[NH:22][C:23]([C:26]2[CH:31]=[CH:30][C:29](Br)=[CH:28][CH:27]=2)=[CH:24][N:25]=1)=[O:10])[CH:6]([CH3:8])[CH3:7].B1(B2OC(C)(C)C(C)(C)O2)OC(C)(C)C(C)(C)O1.C([O-])(=O)C.[K+].[CH3:57][O:58][C:59](=[O:90])[NH:60][CH:61]([C:65]([N:67]1[CH:73]([C:74]2[NH:75][C:76]([C:79]3[CH:88]=[CH:87][C:86]4[C:81](=[CH:82][CH:83]=[C:84](Br)[CH:85]=4)[CH:80]=3)=[CH:77][N:78]=2)[CH2:72][C:69]2([CH2:71][CH2:70]2)[CH2:68]1)=[O:66])[CH:62]([CH3:64])[CH3:63]. The product is [CH3:57][O:58][C:59](=[O:90])[NH:60][CH:61]([C:65]([N:67]1[CH:73]([C:74]2[NH:75][C:76]([C:79]3[CH:88]=[CH:87][C:86]4[C:81](=[CH:82][CH:83]=[C:84]([C:29]5[CH:28]=[CH:27][C:26]([C:23]6[NH:22][C:21]([CH:12]7[CH2:13][CH:14]([O:16][CH2:17][CH2:18][O:19][CH3:20])[CH2:15][N:11]7[C:9](=[O:10])[CH:5]([NH:4][C:3]([O:2][CH3:1])=[O:33])[CH:6]([CH3:8])[CH3:7])=[N:25][CH:24]=6)=[CH:31][CH:30]=5)[CH:85]=4)[CH:80]=3)=[CH:77][N:78]=2)[CH2:72][C:69]2([CH2:71][CH2:70]2)[CH2:68]1)=[O:66])[CH:62]([CH3:64])[CH3:63]. (3) The reactants are Cl.[NH2:2][CH2:3][C:4]([NH:6][CH2:7][C:8]([F:11])([F:10])[F:9])=[O:5].C1CN([P+](ON2N=NC3C=CC=CC2=3)(N2CCCC2)N2CCCC2)CC1.F[P-](F)(F)(F)(F)F.CCN(C(C)C)C(C)C.[Cl:54][C:55]1[CH:56]=[C:57]([CH:63]([C:78]([F:81])([F:80])[F:79])/[CH:64]=[CH:65]/[C:66]2[CH:74]=[CH:73][C:69]([C:70](O)=[O:71])=[C:68]([N+:75]([O-:77])=[O:76])[CH:67]=2)[CH:58]=[C:59]([Cl:62])[C:60]=1[F:61]. The catalyst is C(Cl)Cl.O. The product is [Cl:54][C:55]1[CH:56]=[C:57]([CH:63]([C:78]([F:81])([F:80])[F:79])/[CH:64]=[CH:65]/[C:66]2[CH:74]=[CH:73][C:69]([C:70]([NH:2][CH2:3][C:4](=[O:5])[NH:6][CH2:7][C:8]([F:11])([F:10])[F:9])=[O:71])=[C:68]([N+:75]([O-:77])=[O:76])[CH:67]=2)[CH:58]=[C:59]([Cl:62])[C:60]=1[F:61]. The yield is 0.740. (4) The reactants are Cl[C:2]1[CH:7]=[C:6]([CH2:8][CH3:9])[N:5]=[C:4]([C:10]2[CH:15]=[CH:14][CH:13]=[C:12]([Cl:16])[CH:11]=2)[N:3]=1.[NH2:17][C:18]1[CH:23]=[CH:22][C:21]([CH:24]([C:30]([F:33])([F:32])[F:31])[C:25]([O:27][CH2:28][CH3:29])=[O:26])=[CH:20][CH:19]=1. No catalyst specified. The product is [Cl:16][C:12]1[CH:11]=[C:10]([C:4]2[N:3]=[C:2]([NH:17][C:18]3[CH:23]=[CH:22][C:21]([CH:24]([C:30]([F:31])([F:32])[F:33])[C:25]([O:27][CH2:28][CH3:29])=[O:26])=[CH:20][CH:19]=3)[CH:7]=[C:6]([CH2:8][CH3:9])[N:5]=2)[CH:15]=[CH:14][CH:13]=1. The yield is 1.00. (5) The reactants are [ClH:1].Cl.Br[C:4]1[CH:9]=[CH:8][C:7]([CH2:10][CH2:11][NH:12][C@@H:13]2[CH2:18][CH2:17][C@H:16]([NH:19][C:20]3[N:29]=[C:28]([N:30]([CH3:32])[CH3:31])[C:27]4[C:22](=[CH:23][CH:24]=[CH:25][CH:26]=4)[N:21]=3)[CH2:15][CH2:14]2)=[C:6]([O:33][C:34]([F:37])([F:36])[F:35])[CH:5]=1.Cl. The catalyst is CCO.CCOC(C)=O.[Pd]. The product is [ClH:1].[ClH:1].[CH3:32][N:30]([CH3:31])[C:28]1[C:27]2[C:22](=[CH:23][CH:24]=[CH:25][CH:26]=2)[N:21]=[C:20]([NH:19][C@H:16]2[CH2:17][CH2:18][C@@H:13]([NH:12][CH2:11][CH2:10][C:7]3[CH:8]=[CH:9][CH:4]=[CH:5][C:6]=3[O:33][C:34]([F:37])([F:36])[F:35])[CH2:14][CH2:15]2)[N:29]=1. The yield is 0.480. (6) The reactants are [CH:1]([N:4]1[C:8]([C:9]2[S:10][C:11]3[CH2:12][CH2:13][O:14][C:15]4[CH:22]=[CH:21][C:20]([C:23]5[C:24](=[O:29])[NH:25][CH:26]=[CH:27][CH:28]=5)=[CH:19][C:16]=4[C:17]=3[N:18]=2)=[N:7][CH:6]=[N:5]1)([CH3:3])[CH3:2].Br[CH2:31][C:32]([O:34]C)=[O:33]. The product is [CH:1]([N:4]1[C:8]([C:9]2[S:10][C:11]3[CH2:12][CH2:13][O:14][C:15]4[CH:22]=[CH:21][C:20]([C:23]5[C:24](=[O:29])[N:25]([CH2:31][C:32]([OH:34])=[O:33])[CH:26]=[CH:27][CH:28]=5)=[CH:19][C:16]=4[C:17]=3[N:18]=2)=[N:7][CH:6]=[N:5]1)([CH3:3])[CH3:2]. No catalyst specified. The yield is 0.620.